From a dataset of Catalyst prediction with 721,799 reactions and 888 catalyst types from USPTO. Predict which catalyst facilitates the given reaction. (1) Reactant: [Cl:1][C:2]1[CH:3]=[C:4]([NH:16][C:17]2[C:26]3[C:21](=[CH:22][C:23]([O:39][CH2:40][CH3:41])=[C:24]([NH:27][C:28](=[O:38])[CH2:29]P(OCC)(OCC)=O)[CH:25]=3)[N:20]=[CH:19][C:18]=2[C:42]#[N:43])[CH:5]=[CH:6][C:7]=1[O:8][CH2:9][C:10]1[CH:15]=[CH:14][CH:13]=[CH:12][N:11]=1.C[Si]([N-][Si](C)(C)C)(C)C.[Li+].C1(C)C=CC=CC=1.[CH3:61][N:62]1[CH2:67][CH2:66][CH2:65][CH2:64][CH:63]1[CH:68]=O. Product: [Cl:1][C:2]1[CH:3]=[C:4]([NH:16][C:17]2[C:26]3[C:21](=[CH:22][C:23]([O:39][CH2:40][CH3:41])=[C:24]([NH:27][C:28](=[O:38])/[CH:29]=[CH:68]/[CH:63]4[CH2:64][CH2:65][CH2:66][CH2:67][N:62]4[CH3:61])[CH:25]=3)[N:20]=[CH:19][C:18]=2[C:42]#[N:43])[CH:5]=[CH:6][C:7]=1[O:8][CH2:9][C:10]1[CH:15]=[CH:14][CH:13]=[CH:12][N:11]=1. The catalyst class is: 7. (2) Reactant: [Br:1][C:2]1[CH:7]=[C:6]([CH:8]([CH3:10])[CH3:9])[CH:5]=[CH:4][C:3]=1I.[CH3:12][O:13][C:14]1[CH:39]=[CH:38][C:17]([CH2:18][N:19]([C:33]2[S:34][CH:35]=[CH:36][N:37]=2)[S:20]([C:23]2[CH:24]=[CH:25][C:26]3[NH:31][CH2:30][CH2:29][O:28][C:27]=3[CH:32]=2)(=[O:22])=[O:21])=[CH:16][CH:15]=1.CC1(C)C2C(=C(P(C3C=CC=CC=3)C3C=CC=CC=3)C=CC=2)OC2C(P(C3C=CC=CC=3)C3C=CC=CC=3)=CC=CC1=2.CC(C)([O-])C.[Na+]. Product: [Br:1][C:2]1[CH:7]=[C:6]([CH:8]([CH3:10])[CH3:9])[CH:5]=[CH:4][C:3]=1[N:31]1[CH2:30][CH2:29][O:28][C:27]2[CH:32]=[C:23]([S:20]([N:19]([CH2:18][C:17]3[CH:38]=[CH:39][C:14]([O:13][CH3:12])=[CH:15][CH:16]=3)[C:33]3[S:34][CH:35]=[CH:36][N:37]=3)(=[O:21])=[O:22])[CH:24]=[CH:25][C:26]1=2. The catalyst class is: 101. (3) Reactant: [OH:1][C:2]1[C:9]([O:10][CH3:11])=[CH:8][C:5]([CH:6]=[O:7])=[CH:4][C:3]=1[O:12][CH3:13].I[CH2:15][CH2:16][OH:17].C(=O)([O-])[O-].[K+].[K+].Cl. Product: [OH:17][CH2:16][CH2:15][O:1][C:2]1[C:3]([O:12][CH3:13])=[CH:4][C:5]([CH:6]=[O:7])=[CH:8][C:9]=1[O:10][CH3:11]. The catalyst class is: 136.